Predict the product of the given reaction. From a dataset of Forward reaction prediction with 1.9M reactions from USPTO patents (1976-2016). (1) Given the reactants [C:1]([CH2:3][C:4]1[CH:5]=[C:6]([NH:10][C:11]([C:13]2[O:14][C:15]([C:18]3[CH:23]=[CH:22][CH:21]=[CH:20][CH:19]=3)=[CH:16][CH:17]=2)=[O:12])[CH:7]=[CH:8][CH:9]=1)#[N:2].[Sn]([N:28]=[N+:29]=[N-:30])(C)(C)C.[OH-].[Na+].CCCCCC, predict the reaction product. The product is: [NH:28]1[C:1]([CH2:3][C:4]2[CH:5]=[C:6]([NH:10][C:11]([C:13]3[O:14][C:15]([C:18]4[CH:23]=[CH:22][CH:21]=[CH:20][CH:19]=4)=[CH:16][CH:17]=3)=[O:12])[CH:7]=[CH:8][CH:9]=2)=[N:2][N:30]=[N:29]1. (2) Given the reactants [F:1][C:2]1[CH:3]=[C:4]([CH:14]=[CH:15][CH:16]=1)[CH2:5][N:6]1[CH:11]=[CH:10][C:9]([OH:12])=[CH:8][C:7]1=[O:13].[I:17]N1C(=O)CCC1=O.ClC(Cl)C(O)=O, predict the reaction product. The product is: [F:1][C:2]1[CH:3]=[C:4]([CH:14]=[CH:15][CH:16]=1)[CH2:5][N:6]1[CH:11]=[CH:10][C:9]([OH:12])=[C:8]([I:17])[C:7]1=[O:13].